Predict the product of the given reaction. From a dataset of Forward reaction prediction with 1.9M reactions from USPTO patents (1976-2016). (1) The product is: [F:15][C@H:3]1[C@@H:2]([NH:1][C:22]2[CH:23]=[CH:24][CH:25]=[C:26]3[C:31]=2[N:30]=[C:29]([C:32]2[N:36]4[CH:37]=[CH:38][C:39]([O:41][CH2:42][CH2:43][O:44][CH3:45])=[CH:40][C:35]4=[N:34][CH:33]=2)[CH:28]=[CH:27]3)[CH2:7][CH2:6][N:5]([C:8]([O:10][C:11]([CH3:12])([CH3:14])[CH3:13])=[O:9])[CH2:4]1. Given the reactants [NH2:1][C@H:2]1[CH2:7][CH2:6][N:5]([C:8]([O:10][C:11]([CH3:14])([CH3:13])[CH3:12])=[O:9])[CH2:4][C@H:3]1[F:15].FC(F)(F)S(O[C:22]1[CH:23]=[CH:24][CH:25]=[C:26]2[C:31]=1[N:30]=[C:29]([C:32]1[N:36]3[CH:37]=[CH:38][C:39]([O:41][CH2:42][CH2:43][O:44][CH3:45])=[CH:40][C:35]3=[N:34][CH:33]=1)[CH:28]=[CH:27]2)(=O)=O.C([O-])([O-])=O.[Cs+].[Cs+], predict the reaction product. (2) The product is: [O:14]=[C:13]1[N:12]([CH:7]2[C:8]3[C:4](=[C:3]([C:2]([F:16])([F:17])[F:1])[CH:11]=[CH:10][CH:9]=3)[CH2:5][CH2:6]2)[C:21](=[O:20])[C:22]([C:23]([O:25][CH2:26][CH3:27])=[O:24])=[CH:28][NH:15]1. Given the reactants [F:1][C:2]([F:17])([F:16])[C:3]1[CH:11]=[CH:10][CH:9]=[C:8]2[C:4]=1[CH2:5][CH2:6][CH:7]2[NH:12][C:13]([NH2:15])=[O:14].C([O:20][CH:21]=[C:22]([C:28](OCC)=O)[C:23]([O:25][CH2:26][CH3:27])=[O:24])C.[O-]CC.[Na+], predict the reaction product. (3) Given the reactants [OH-].[Na+].OC(C(F)(F)F)=O.[CH2:10]([O:17][CH:18]1[C:23](=[O:24])[CH2:22][CH2:21][NH:20][CH2:19]1)[C:11]1[CH:16]=[CH:15][CH:14]=[CH:13][CH:12]=1.[C:25](O[C:25]([O:27][C:28]([CH3:31])([CH3:30])[CH3:29])=[O:26])([O:27][C:28]([CH3:31])([CH3:30])[CH3:29])=[O:26], predict the reaction product. The product is: [CH2:10]([O:17][CH:18]1[C:23](=[O:24])[CH2:22][CH2:21][N:20]([C:25]([O:27][C:28]([CH3:31])([CH3:30])[CH3:29])=[O:26])[CH2:19]1)[C:11]1[CH:12]=[CH:13][CH:14]=[CH:15][CH:16]=1. (4) Given the reactants C(OC(=O)[NH:7][CH2:8][CH2:9][C:10]1[CH:15]=[CH:14][CH:13]=[C:12]([O:16][CH2:17][CH2:18][C:19]2[CH:24]=[CH:23][C:22]([O:25][CH2:26][C:27]3[CH:32]=[CH:31][CH:30]=[CH:29][CH:28]=3)=[C:21]([C@@H:33]([C:43]3[CH:48]=[CH:47][CH:46]=[CH:45][CH:44]=3)[CH2:34][CH2:35][N:36]([CH:40]([CH3:42])[CH3:41])[CH:37]([CH3:39])[CH3:38])[CH:20]=2)[CH:11]=1)(C)(C)C.Cl, predict the reaction product. The product is: [NH2:7][CH2:8][CH2:9][C:10]1[CH:11]=[C:12]([CH:13]=[CH:14][CH:15]=1)[O:16][CH2:17][CH2:18][C:19]1[CH:24]=[CH:23][C:22]([O:25][CH2:26][C:27]2[CH:32]=[CH:31][CH:30]=[CH:29][CH:28]=2)=[C:21]([C@@H:33]([C:43]2[CH:44]=[CH:45][CH:46]=[CH:47][CH:48]=2)[CH2:34][CH2:35][N:36]([CH:37]([CH3:39])[CH3:38])[CH:40]([CH3:42])[CH3:41])[CH:20]=1. (5) Given the reactants [CH2:1]([C:3]1[N:7]([C:8]2[N:16]=[C:15]3[C:11]([N:12]=[C:13]([C:18](O)=[O:19])[N:14]3[CH3:17])=[C:10]([N:21]3[CH2:26][CH2:25][O:24][CH2:23][CH2:22]3)[N:9]=2)[C:6]2[CH:27]=[CH:28][CH:29]=[CH:30][C:5]=2[N:4]=1)[CH3:2].[CH3:31][S:32]([N:35]1[CH2:40][CH2:39][NH:38][C:37]([CH3:42])([CH3:41])[CH2:36]1)(=[O:34])=[O:33].CN(C(ON1N=NC2C=CC=NC1=2)=[N+](C)C)C.F[P-](F)(F)(F)(F)F.CCN(CC)CC, predict the reaction product. The product is: [CH3:41][C:37]1([CH3:42])[CH2:36][N:35]([S:32]([CH3:31])(=[O:33])=[O:34])[CH2:40][CH2:39][N:38]1[C:18]([C:13]1[N:14]([CH3:17])[C:15]2[C:11]([N:12]=1)=[C:10]([N:21]1[CH2:22][CH2:23][O:24][CH2:25][CH2:26]1)[N:9]=[C:8]([N:7]1[C:6]3[CH:27]=[CH:28][CH:29]=[CH:30][C:5]=3[N:4]=[C:3]1[CH2:1][CH3:2])[N:16]=2)=[O:19].